Dataset: Forward reaction prediction with 1.9M reactions from USPTO patents (1976-2016). Task: Predict the product of the given reaction. (1) Given the reactants [H-].[Na+].[NH:3]1[C:11]2[CH:10]=[CH:9][CH:8]=[C:7]([C:12]([O:14][CH3:15])=[O:13])[C:6]=2[CH:5]=[N:4]1.[C:16]1([S:22](Cl)(=[O:24])=[O:23])[CH:21]=[CH:20][CH:19]=[CH:18][CH:17]=1, predict the reaction product. The product is: [C:16]1([S:22]([N:3]2[C:11]3[CH:10]=[CH:9][CH:8]=[C:7]([C:12]([O:14][CH3:15])=[O:13])[C:6]=3[CH:5]=[N:4]2)(=[O:24])=[O:23])[CH:21]=[CH:20][CH:19]=[CH:18][CH:17]=1. (2) Given the reactants [BH4-].[Na+].[C:3]([NH:6][CH:7]([CH2:13][C:14]1[CH:19]=[N:18][CH:17]=[CH:16][N:15]=1)[C:8](OCC)=[O:9])(=[O:5])[CH3:4], predict the reaction product. The product is: [OH:9][CH2:8][CH:7]([NH:6][C:3](=[O:5])[CH3:4])[CH2:13][C:14]1[CH:19]=[N:18][CH:17]=[CH:16][N:15]=1. (3) Given the reactants N[C:2]1[N:11]=[CH:10][C:9]2[CH2:8][CH2:7][C:6]3[C:12]([C:16]([O:18][CH2:19][CH3:20])=[O:17])=[N:13][N:14]([CH3:15])[C:5]=3[C:4]=2[N:3]=1.[I-:21].[Cs+].II.N(OCCC(C)C)=O, predict the reaction product. The product is: [I:21][C:2]1[N:11]=[CH:10][C:9]2[CH2:8][CH2:7][C:6]3[C:12]([C:16]([O:18][CH2:19][CH3:20])=[O:17])=[N:13][N:14]([CH3:15])[C:5]=3[C:4]=2[N:3]=1.